From a dataset of Peptide-MHC class II binding affinity with 134,281 pairs from IEDB. Regression. Given a peptide amino acid sequence and an MHC pseudo amino acid sequence, predict their binding affinity value. This is MHC class II binding data. (1) The peptide sequence is KVTAKGVSEANTCAA. The MHC is HLA-DQA10401-DQB10402 with pseudo-sequence HLA-DQA10401-DQB10402. The binding affinity (normalized) is 0.327. (2) The peptide sequence is KVRSHAAIGAYLEEQ. The MHC is DRB1_0701 with pseudo-sequence DRB1_0701. The binding affinity (normalized) is 0.787.